From a dataset of Full USPTO retrosynthesis dataset with 1.9M reactions from patents (1976-2016). Predict the reactants needed to synthesize the given product. (1) Given the product [F:1][C:2]1[CH:25]=[C:24]([F:26])[CH:23]=[CH:22][C:3]=1[O:4][C:5]1[CH:6]=[C:7]2[NH:40][N:39]=[C:11]([C:13]3[CH:18]=[CH:17][CH:16]=[CH:15][C:14]=3[O:19][CH3:20])[C:8]2=[N:9][CH:10]=1, predict the reactants needed to synthesize it. The reactants are: [F:1][C:2]1[CH:25]=[C:24]([F:26])[CH:23]=[CH:22][C:3]=1[O:4][C:5]1[CH:6]=[C:7](F)[C:8]([C:11]([C:13]2[CH:18]=[CH:17][CH:16]=[CH:15][C:14]=2[O:19][CH3:20])=O)=[N:9][CH:10]=1.CCO.C(N(CC)C(C)C)(C)C.[NH2:39][NH2:40]. (2) Given the product [CH2:14]([C:10]1[N:9]=[C:8]([NH2:3])[CH:13]=[CH:12][CH:11]=1)[CH3:15], predict the reactants needed to synthesize it. The reactants are: CC1[N:3]([C:8]2[CH:13]=[CH:12][CH:11]=[C:10]([CH2:14][CH3:15])[N:9]=2)C(C)=CC=1.Cl.NO.[OH-].[Na+].C(Cl)Cl. (3) Given the product [C:21]([O:25][C@@H:26]([C:32]1[C:47]([CH3:48])=[CH:46][C:35]2[N:36]=[C:37]([C:39]3[CH:44]=[CH:43][N:42]=[C:41]([C:10]4[CH:9]=[N:8][C:7]5[N:6]([N:5]=[CH:4][C:3]=5[CH2:1][CH3:2])[CH:11]=4)[CH:40]=3)[S:38][C:34]=2[C:33]=1[C:49]1[CH:50]=[CH:51][C:52]([Cl:55])=[CH:53][CH:54]=1)[C:27]([O:29][CH2:30][CH3:31])=[O:28])([CH3:22])([CH3:23])[CH3:24], predict the reactants needed to synthesize it. The reactants are: [CH2:1]([C:3]1[CH:4]=[N:5][N:6]2[CH:11]=[C:10](B(O)O)[CH:9]=[N:8][C:7]=12)[CH3:2].O1CCOCC1.[C:21]([O:25][C@@H:26]([C:32]1[C:47]([CH3:48])=[CH:46][C:35]2[N:36]=[C:37]([C:39]3[CH:44]=[CH:43][N:42]=[C:41](Cl)[CH:40]=3)[S:38][C:34]=2[C:33]=1[C:49]1[CH:54]=[CH:53][C:52]([Cl:55])=[CH:51][CH:50]=1)[C:27]([O:29][CH2:30][CH3:31])=[O:28])([CH3:24])([CH3:23])[CH3:22].C(=O)([O-])[O-].[K+].[K+]. (4) The reactants are: [F:1][C:2]1[CH:7]=[CH:6][C:5]([C:8]2([CH2:18][CH:19]([CH3:21])[CH3:20])[C:12]3[CH:13]=[N:14][CH:15]=[CH:16][C:11]=3[C:10](=[O:17])[O:9]2)=[CH:4][CH:3]=1.Cl. Given the product [F:1][C:2]1[CH:3]=[CH:4][C:5]([C:8]2([CH2:18][CH:19]([CH3:21])[CH3:20])[C:12]3[CH2:13][NH:14][CH2:15][CH2:16][C:11]=3[C:10](=[O:17])[O:9]2)=[CH:6][CH:7]=1, predict the reactants needed to synthesize it. (5) Given the product [Br:1][C:2]1[CH:3]=[C:4]2[C:9](=[CH:10][CH:11]=1)[N:8]=[C:7]([O:12][CH3:22])[C:6]([C:13]1[CH:18]=[CH:17][CH:16]=[CH:15][CH:14]=1)=[CH:5]2, predict the reactants needed to synthesize it. The reactants are: [Br:1][C:2]1[CH:3]=[C:4]2[C:9](=[CH:10][CH:11]=1)[NH:8][C:7](=[O:12])[C:6]([C:13]1[CH:18]=[CH:17][CH:16]=[CH:15][CH:14]=1)=[C:5]2O.O([CH3:22])[Na]. (6) Given the product [CH:1]([O:37][C:36](=[O:38])[CH2:35][O:34][CH2:33][C:32]#[C:31][CH2:30][N:24]1[C:25](=[O:29])[CH2:26][CH2:27][CH2:28][C@@H:23]1/[CH:22]=[CH:21]/[CH:20]([OH:39])[CH2:19][C:15]1[CH:16]=[CH:17][CH:18]=[C:13]([Cl:12])[CH:14]=1)([CH3:11])[CH3:2], predict the reactants needed to synthesize it. The reactants are: [CH2:1]1[CH2:11]CN2C(=NCCC2)C[CH2:2]1.[Cl:12][C:13]1[CH:14]=[C:15]([CH2:19][CH:20]([OH:39])/[CH:21]=[CH:22]/[C@H:23]2[CH2:28][CH2:27][CH2:26][C:25](=[O:29])[N:24]2[CH2:30][C:31]#[C:32][CH2:33][O:34][CH2:35][C:36]([OH:38])=[O:37])[CH:16]=[CH:17][CH:18]=1.IC(C)C. (7) Given the product [CH2:10]([C:12]1[S:13][C:14]([CH2:18][CH2:19][O:2][N+:1]([O-:4])=[O:3])=[C:15]([CH3:17])[N:16]=1)[CH3:11], predict the reactants needed to synthesize it. The reactants are: [N+:1]([O-:4])([OH:3])=[O:2].S(=O)(=O)(O)O.[CH2:10]([C:12]1[S:13][C:14]([CH2:18][CH2:19]O)=[C:15]([CH3:17])[N:16]=1)[CH3:11].[OH-].[Na+]. (8) Given the product [NH:1]([C:14]([O:16][CH2:17][C:18]1[CH:23]=[CH:22][CH:21]=[CH:20][CH:19]=1)=[O:15])[C@H:2]([C:11]([OH:13])=[O:12])[CH2:3][C:4](=[O:10])[O:5][C:6]([CH3:9])([CH3:8])[CH3:7].[C:24]1([CH2:34][C@@H:35]([C:37]([OH:39])=[O:38])[NH2:36])[C:33]2[C:28](=[CH:29][CH:30]=[CH:31][CH:32]=2)[CH:27]=[CH:26][CH:25]=1.[NH2:40][C@H:41]([C:45]([OH:47])=[O:46])[CH:42]([CH3:44])[CH3:43], predict the reactants needed to synthesize it. The reactants are: [NH:1]([C:14]([O:16][CH2:17][C:18]1[CH:23]=[CH:22][CH:21]=[CH:20][CH:19]=1)=[O:15])[C@H:2]([C:11]([OH:13])=[O:12])[CH2:3][C:4](=[O:10])[O:5][C:6]([CH3:9])([CH3:8])[CH3:7].[C:24]1([CH2:34][C@@H:35]([C:37]([OH:39])=[O:38])[NH2:36])[C:33]2[C:28](=[CH:29][CH:30]=[CH:31][CH:32]=2)[CH:27]=[CH:26][CH:25]=1.[NH2:40][C@H:41]([C:45]([O:47]CC=C)=[O:46])[CH:42]([CH3:44])[CH3:43].N1CCOCC1.[Sn]. (9) The reactants are: [CH3:1][C:2]1[C:10]2[C:5](=[CH:6][CH:7]=[C:8]([C:11]#[C:12][Si](C)(C)C)[CH:9]=2)[NH:4][N:3]=1.C([O-])([O-])=O.[K+].[K+].CO. Given the product [C:11]([C:8]1[CH:9]=[C:10]2[C:5](=[CH:6][CH:7]=1)[NH:4][N:3]=[C:2]2[CH3:1])#[CH:12], predict the reactants needed to synthesize it.